Dataset: Full USPTO retrosynthesis dataset with 1.9M reactions from patents (1976-2016). Task: Predict the reactants needed to synthesize the given product. (1) The reactants are: [CH2:1]([O:4][N:5]([C@@H:21]1[CH:26]=[CH:25][C@@H:24]([CH2:27][O:28][Si:29]([C:32]([CH3:35])([CH3:34])[CH3:33])([CH3:31])[CH3:30])[NH:23][CH2:22]1)S(C1C=CC([N+]([O-])=O)=CC=1[N+]([O-])=O)(=O)=O)[CH:2]=[CH2:3].C(=O)([O-])[O-].[K+].[K+].C1(S)C=CC=CC=1. Given the product [CH2:1]([O:4][NH:5][C@@H:21]1[CH:26]=[CH:25][C@@H:24]([CH2:27][O:28][Si:29]([C:32]([CH3:35])([CH3:34])[CH3:33])([CH3:30])[CH3:31])[NH:23][CH2:22]1)[CH:2]=[CH2:3], predict the reactants needed to synthesize it. (2) Given the product [C:7]([C:6]1[CH:9]=[C:2]([NH:1][C:33](=[O:34])[CH:32]([CH2:36][CH3:37])[CH2:30][CH3:31])[CH:3]=[CH:4][C:5]=1[N:10]1[CH2:15][CH2:14][N:13]([CH:16]([C:24]2[CH:25]=[CH:26][CH:27]=[CH:28][CH:29]=2)[C:17]2[CH:22]=[CH:21][CH:20]=[CH:19][C:18]=2[CH3:23])[CH2:12][CH2:11]1)#[N:8], predict the reactants needed to synthesize it. The reactants are: [NH2:1][C:2]1[CH:3]=[CH:4][C:5]([N:10]2[CH2:15][CH2:14][N:13]([CH:16]([C:24]3[CH:29]=[CH:28][CH:27]=[CH:26][CH:25]=3)[C:17]3[CH:22]=[CH:21][CH:20]=[CH:19][C:18]=3[CH3:23])[CH2:12][CH2:11]2)=[C:6]([CH:9]=1)[C:7]#[N:8].[CH2:30]([CH:32]([CH2:36][CH3:37])[C:33](Cl)=[O:34])[CH3:31].